Dataset: Full USPTO retrosynthesis dataset with 1.9M reactions from patents (1976-2016). Task: Predict the reactants needed to synthesize the given product. (1) Given the product [Cl:1][C:2]1[C:7]([C:8]2[CH:13]=[CH:12][C:11]([F:14])=[CH:10][CH:9]=2)=[CH:6][C:5]([OH:15])=[C:4]([C:22]2[CH:27]=[CH:26][N:25]=[N:24][CH:23]=2)[CH:3]=1, predict the reactants needed to synthesize it. The reactants are: [Cl:1][C:2]1[C:7]([C:8]2[CH:13]=[CH:12][C:11]([F:14])=[CH:10][CH:9]=2)=[CH:6][C:5]([OH:15])=[C:4](I)[CH:3]=1.C([Sn](CCCC)(CCCC)[C:22]1[CH:27]=[CH:26][N:25]=[N:24][CH:23]=1)CCC.[F-].[Cs+]. (2) Given the product [CH3:1][O:2][C:3](=[O:12])[C:4]1[CH:9]=[C:8]([O:10][CH2:16][CH2:17][O:18][CH3:19])[CH:7]=[C:6]([Cl:11])[CH:5]=1, predict the reactants needed to synthesize it. The reactants are: [CH3:1][O:2][C:3](=[O:12])[C:4]1[CH:9]=[C:8]([OH:10])[CH:7]=[C:6]([Cl:11])[CH:5]=1.[H-].[Na+].Br[CH2:16][CH2:17][O:18][CH3:19]. (3) The reactants are: Cl[S:2]([C:5]1[CH:6]=[C:7]([CH:23]=[CH:24][CH:25]=1)[C:8]([NH:10][C:11]1[CH:20]=[CH:19][C:18]([C:21]#[N:22])=[CH:17][C:12]=1[C:13]([O:15][CH3:16])=[O:14])=[O:9])(=[O:4])=[O:3].[NH:26]1[CH2:30][CH2:29][CH2:28][CH2:27]1. Given the product [C:21]([C:18]1[CH:19]=[CH:20][C:11]([NH:10][C:8](=[O:9])[C:7]2[CH:23]=[CH:24][CH:25]=[C:5]([S:2]([N:26]3[CH2:30][CH2:29][CH2:28][CH2:27]3)(=[O:4])=[O:3])[CH:6]=2)=[C:12]([CH:17]=1)[C:13]([O:15][CH3:16])=[O:14])#[N:22], predict the reactants needed to synthesize it. (4) Given the product [CH2:18]([N:13]1[C:14](=[O:17])[C:15]2[NH:16][C:8]([C:5]3[CH:6]=[N:7][C:2]([NH:28][CH2:27][C:26]4[CH:29]=[CH:30][CH:31]=[C:24]([C:23]([F:22])([F:32])[F:33])[CH:25]=4)=[CH:3][CH:4]=3)=[N:9][C:10]=2[NH:11][C:12]1=[O:21])[CH2:19][CH3:20], predict the reactants needed to synthesize it. The reactants are: Cl[C:2]1[N:7]=[CH:6][C:5]([C:8]2[NH:16][C:15]3[C:14](=[O:17])[N:13]([CH2:18][CH2:19][CH3:20])[C:12](=[O:21])[NH:11][C:10]=3[N:9]=2)=[CH:4][CH:3]=1.[F:22][C:23]([F:33])([F:32])[C:24]1[CH:25]=[C:26]([CH:29]=[CH:30][CH:31]=1)[CH2:27][NH2:28]. (5) The reactants are: [N+:1]([C:4]1[CH:9]=[CH:8][C:7](/[CH:10]=[CH:11]/[C:12]2[N:13]=[C:14]([NH:17][C:18](=[O:27])[O:19][CH2:20][C:21]3[CH:26]=[CH:25][CH:24]=[CH:23][CH:22]=3)[S:15][CH:16]=2)=[CH:6][CH:5]=1)([O-])=O. Given the product [NH2:1][C:4]1[CH:9]=[CH:8][C:7]([CH2:10][CH2:11][C:12]2[N:13]=[C:14]([NH:17][C:18](=[O:27])[O:19][CH2:20][C:21]3[CH:22]=[CH:23][CH:24]=[CH:25][CH:26]=3)[S:15][CH:16]=2)=[CH:6][CH:5]=1, predict the reactants needed to synthesize it.